Dataset: Reaction yield outcomes from USPTO patents with 853,638 reactions. Task: Predict the reaction yield, written as a fraction of the theoretical maximum amount of product (1.0 means a 100% yield; for example, 0.34 means a 34% yield). (1) The reactants are [Cl:1][C:2]1[CH:3]=[C:4]2[C:9](=[CH:10][CH:11]=1)[N:8]=[C:7]([N:12]1[CH2:17][CH2:16][NH:15][CH2:14][CH2:13]1)[N:6]=[C:5]2[NH:18][NH2:19].Cl.[N:21]([O-])=O.[Na+]. The catalyst is O. The product is [Cl:1][C:2]1[CH:11]=[CH:10][C:9]2[N:8]=[C:7]([N:12]3[CH2:17][CH2:16][NH:15][CH2:14][CH2:13]3)[N:6]3[N:21]=[N:19][N:18]=[C:5]3[C:4]=2[CH:3]=1. The yield is 0.400. (2) The reactants are [Br:1][C:2]1[CH:3]=[C:4]([NH2:10])[C:5]([O:8][CH3:9])=[N:6][CH:7]=1.[F:11][C:12]1[CH:17]=[C:16]([F:18])[CH:15]=[CH:14][C:13]=1[S:19](Cl)(=[O:21])=[O:20]. The catalyst is N1C=CC=CC=1. The product is [Br:1][C:2]1[CH:3]=[C:4]([NH:10][S:19]([C:13]2[CH:14]=[CH:15][C:16]([F:18])=[CH:17][C:12]=2[F:11])(=[O:21])=[O:20])[C:5]([O:8][CH3:9])=[N:6][CH:7]=1. The yield is 0.317. (3) The reactants are Cl[C:2]1[N:3]=[C:4]([C:10]2[CH:11]=[N:12][CH:13]=[CH:14][CH:15]=2)[S:5][C:6]=1[N+:7]([O-:9])=[O:8].[CH3:16][S-:17].[Na+]. The catalyst is O1CCOCC1.C(OCC)(=O)C. The product is [CH3:16][S:17][C:2]1[N:3]=[C:4]([C:10]2[CH:11]=[N:12][CH:13]=[CH:14][CH:15]=2)[S:5][C:6]=1[N+:7]([O-:9])=[O:8]. The yield is 0.680. (4) The reactants are C[O:2][C:3]([C:5]1[C:13]2[C:8](=[CH:9][C:10]([Br:14])=[CH:11][CH:12]=2)[N:7]([CH2:15][O:16][CH2:17][CH2:18][Si:19]([CH3:22])([CH3:21])[CH3:20])[N:6]=1)=[O:4].[OH-].[Li+].Cl. The catalyst is O1CCCC1.O.CCOC(C)=O. The product is [Br:14][C:10]1[CH:9]=[C:8]2[C:13]([C:5]([C:3]([OH:4])=[O:2])=[N:6][N:7]2[CH2:15][O:16][CH2:17][CH2:18][Si:19]([CH3:22])([CH3:20])[CH3:21])=[CH:12][CH:11]=1. The yield is 0.810. (5) The reactants are [CH:1]([C:4]1[CH:8]=[C:7]([C:9]([O:11][CH2:12][CH3:13])=[O:10])[NH:6][N:5]=1)([CH3:3])[CH3:2].[Cl:14][C:15]1[CH:22]=[C:21]([Cl:23])[CH:20]=[CH:19][C:16]=1[CH2:17]Cl.C(=O)([O-])[O-].[K+].[K+].CN(C)C=O. The catalyst is O. The product is [Cl:14][C:15]1[CH:22]=[C:21]([Cl:23])[CH:20]=[CH:19][C:16]=1[CH2:17][N:6]1[C:7]([C:9]([O:11][CH2:12][CH3:13])=[O:10])=[CH:8][C:4]([CH:1]([CH3:3])[CH3:2])=[N:5]1. The yield is 0.560. (6) The reactants are [CH3:1][N:2]([CH3:32])[C:3]1[N:12]=[C:11]([NH:13][CH2:14][C:15]2[CH:20]=[CH:19][C:18]([NH:21][C:22](=[O:30])[C:23]3[CH:28]=[CH:27][C:26]([F:29])=[CH:25][CH:24]=3)=[CH:17][CH:16]=2)[C:10]2[C:5](=[CH:6][C:7](I)=[CH:8][CH:9]=2)[N:4]=1.[O:33]1[C:37]2[CH:38]=[CH:39][CH:40]=[CH:41][C:36]=2[CH:35]=[C:34]1B(O)O.Cl. No catalyst specified. The product is [O:33]1[C:37]2[CH:38]=[CH:39][CH:40]=[CH:41][C:36]=2[CH:35]=[C:34]1[C:7]1[CH:6]=[C:5]2[C:10]([C:11]([NH:13][CH2:14][C:15]3[CH:20]=[CH:19][C:18]([NH:21][C:22](=[O:30])[C:23]4[CH:24]=[CH:25][C:26]([F:29])=[CH:27][CH:28]=4)=[CH:17][CH:16]=3)=[N:12][C:3]([N:2]([CH3:1])[CH3:32])=[N:4]2)=[CH:9][CH:8]=1. The yield is 0.210. (7) The product is [CH2:1]([C:3]1[CH:24]=[CH:23][CH:22]=[C:21]([CH3:25])[C:4]=1[CH2:5][NH:6][C:7]1[C:12]2[N:13]=[C:14]([CH3:17])[N:15]([CH3:16])[C:11]=2[CH:10]=[C:9]([C:18]([NH2:31])=[O:20])[N:8]=1)[CH3:2]. The reactants are [CH2:1]([C:3]1[CH:24]=[CH:23][CH:22]=[C:21]([CH3:25])[C:4]=1[CH2:5][NH:6][C:7]1[C:12]2[N:13]=[C:14]([CH3:17])[N:15]([CH3:16])[C:11]=2[CH:10]=[C:9]([C:18]([OH:20])=O)[N:8]=1)[CH3:2].F[B-](F)(F)F.[N:31]1(OC(N(C)C)=[N+](C)C)C2C=CC=CC=2N=N1.N.O. The yield is 0.720. The catalyst is ClCCl. (8) The reactants are Br[C:2]1[CH:7]=[CH:6][C:5]([C:8]2([O:11][CH:12]([CH3:14])[CH3:13])[CH2:10][CH2:9]2)=[C:4]([CH2:15][CH3:16])[CH:3]=1.[CH3:17][Si:18]([C:21]#[CH:22])([CH3:20])[CH3:19]. The catalyst is C(N(CC)CC)C.[Cu]I.Cl[Pd](Cl)([P](C1C=CC=CC=1)(C1C=CC=CC=1)C1C=CC=CC=1)[P](C1C=CC=CC=1)(C1C=CC=CC=1)C1C=CC=CC=1. The product is [CH:12]([O:11][C:8]1([C:5]2[CH:6]=[CH:7][C:2]([C:22]#[C:21][Si:18]([CH3:20])([CH3:19])[CH3:17])=[CH:3][C:4]=2[CH2:15][CH3:16])[CH2:10][CH2:9]1)([CH3:14])[CH3:13]. The yield is 0.990. (9) The reactants are [F:1][C:2]1[CH:7]=[CH:6][C:5]([C:8]2[C:12]([C:13]3[N:14]=[CH:15][NH:16][CH:17]=3)=[C:11]([C:18]([F:21])([F:20])[F:19])[O:10][N:9]=2)=[CH:4][CH:3]=1.F[C:23]1[CH:32]=[CH:31][C:26]([C:27]([O:29][CH3:30])=[O:28])=[CH:25][CH:24]=1. No catalyst specified. The product is [CH3:30][O:29][C:27](=[O:28])[C:26]1[CH:31]=[CH:32][C:23]([N:16]2[CH:17]=[C:13]([C:12]3[C:8]([C:5]4[CH:6]=[CH:7][C:2]([F:1])=[CH:3][CH:4]=4)=[N:9][O:10][C:11]=3[C:18]([F:21])([F:19])[F:20])[N:14]=[CH:15]2)=[CH:24][CH:25]=1. The yield is 0.440.